Dataset: Full USPTO retrosynthesis dataset with 1.9M reactions from patents (1976-2016). Task: Predict the reactants needed to synthesize the given product. (1) Given the product [Cl:8][C:6]1[CH:5]=[CH:4][C:3]([C:9]2[N:13]([CH2:14][CH:15]3[CH2:20][CH2:19][CH2:18][CH2:17][CH2:16]3)[C:12]3[CH:21]=[C:22]([F:26])[C:23]([F:25])=[CH:24][C:11]=3[N:10]=2)=[C:2]([C:28]#[C:27][C:29]2[CH:36]=[CH:35][C:32]([C:33]#[N:34])=[CH:31][CH:30]=2)[CH:7]=1, predict the reactants needed to synthesize it. The reactants are: Br[C:2]1[CH:7]=[C:6]([Cl:8])[CH:5]=[CH:4][C:3]=1[C:9]1[N:13]([CH2:14][CH:15]2[CH2:20][CH2:19][CH2:18][CH2:17][CH2:16]2)[C:12]2[CH:21]=[C:22]([F:26])[C:23]([F:25])=[CH:24][C:11]=2[N:10]=1.[C:27]([C:29]1[CH:36]=[CH:35][C:32]([C:33]#[N:34])=[CH:31][CH:30]=1)#[CH:28].C(N(CC)CC)C. (2) Given the product [CH3:1][C:2]1[N:3]([S:16]([C:19]2[CH:24]=[CH:23][CH:22]=[CH:21][CH:20]=2)(=[O:18])=[O:17])[C:4]([C:10]2[CH:15]=[CH:14][CH:13]=[CH:12][CH:11]=2)=[C:5]([CH3:9])[C:6]=1[CH:7]=[O:8], predict the reactants needed to synthesize it. The reactants are: [CH3:1][C:2]1[N:3]([S:16]([C:19]2[CH:24]=[CH:23][CH:22]=[CH:21][CH:20]=2)(=[O:18])=[O:17])[C:4]([C:10]2[CH:15]=[CH:14][CH:13]=[CH:12][CH:11]=2)=[C:5]([CH3:9])[C:6]=1[CH2:7][OH:8].C[N+]1([O-])CCOCC1. (3) Given the product [CH:4]1[C:5]2[C:11]3[CH:12]=[C:13]([N:16]4[CH2:20][C@H:19]([CH2:21][NH:22][C:23](=[O:25])[CH3:24])[O:18][C:17]4=[O:26])[CH:14]=[CH:15][C:10]=3[CH2:9][CH2:8][CH2:7][C:6]=2[O:27][N:2]=1, predict the reactants needed to synthesize it. The reactants are: C[N:2]([CH:4]=[C:5]1[C:11]2[CH:12]=[C:13]([N:16]3[CH2:20][C@H:19]([CH2:21][NH:22][C:23](=[O:25])[CH3:24])[O:18][C:17]3=[O:26])[CH:14]=[CH:15][C:10]=2[CH2:9][CH2:8][CH2:7][C:6]1=[O:27])C.NOS(O)(=O)=O.C(=O)(O)[O-].[Na+]. (4) Given the product [Cl:16][C:17]1[CH:18]=[C:19]([N:20]([CH2:2][C:3]2[C:12]3[C:7](=[C:8]([F:14])[CH:9]=[CH:10][CH:11]=3)[NH:6][C:5](=[O:15])[CH:4]=2)[C:31]([C:30]2[S:29][CH:28]=[N:27][C:26]=2[CH3:25])=[O:32])[CH:21]=[CH:22][C:23]=1[CH3:24], predict the reactants needed to synthesize it. The reactants are: Br[CH2:2][C:3]1[C:12]2[C:7](=[C:8]([F:14])[C:9](F)=[CH:10][CH:11]=2)[NH:6][C:5](=[O:15])[CH:4]=1.[Cl:16][C:17]1[CH:18]=[C:19]([CH:21]=[CH:22][C:23]=1[CH3:24])[NH2:20].[CH3:25][C:26]1[N:27]=[CH:28][S:29][C:30]=1[C:31](O)=[O:32]. (5) Given the product [O:44]=[C:45]([N:62]1[CH2:67][CH2:66][N:65]([C:14](=[O:16])[C:13]2[CH:17]=[C:18]([F:21])[C:19]([F:20])=[C:11]([F:10])[CH:12]=2)[CH2:64][CH2:63]1)[CH2:46][NH:47][C:48]([C:50]1[CH:51]=[CH:52][C:53]([C:56]2[CH:61]=[CH:60][CH:59]=[CH:58][CH:57]=2)=[CH:54][CH:55]=1)=[O:49], predict the reactants needed to synthesize it. The reactants are: CCN(C(C)C)C(C)C.[F:10][C:11]1[CH:12]=[C:13]([CH:17]=[C:18]([F:21])[C:19]=1[F:20])[C:14]([OH:16])=O.C1C=CC2N(O)N=NC=2C=1.CCN=C=NCCCN(C)C.Cl.[O:44]=[C:45]([N:62]1[CH2:67][CH2:66][NH:65][CH2:64][CH2:63]1)[CH2:46][NH:47][C:48]([C:50]1[CH:55]=[CH:54][C:53]([C:56]2[CH:61]=[CH:60][CH:59]=[CH:58][CH:57]=2)=[CH:52][CH:51]=1)=[O:49]. (6) Given the product [F:1][C:2]1[CH:11]=[C:10]2[C:5]([C:6]([NH2:19])=[C:7]([CH3:18])[C:8]([C:12]3[CH:17]=[CH:16][CH:15]=[CH:14][N:13]=3)=[N:9]2)=[CH:4][CH:3]=1, predict the reactants needed to synthesize it. The reactants are: [F:1][C:2]1[CH:11]=[C:10]2[C:5]([C:6]([NH:19]CC3C=CC(OC)=CC=3)=[C:7]([CH3:18])[C:8]([C:12]3[CH:17]=[CH:16][CH:15]=[CH:14][N:13]=3)=[N:9]2)=[CH:4][CH:3]=1.C(O)(C(F)(F)F)=O. (7) Given the product [C:17]([O:20][CH2:21][C:22]([CH3:50])([CH3:51])[CH2:23][N:24]1[C:30]2[CH:31]=[CH:32][C:33]([Cl:35])=[CH:34][C:29]=2[C@@H:28]([C:36]2[CH:41]=[CH:40][CH:39]=[C:38]([O:42][CH3:43])[C:37]=2[O:44][CH3:45])[O:27][C@H:26]([CH2:46]/[CH:47]=[CH:5]/[C:4]([O:3][CH2:1][CH3:2])=[O:14])[C:25]1=[O:49])(=[O:19])[CH3:18], predict the reactants needed to synthesize it. The reactants are: [CH2:1]([O:3][C:4](=[O:14])[CH2:5]P(OCC)(OCC)=O)[CH3:2].[H-].[Na+].[C:17]([O:20][CH2:21][C:22]([CH3:51])([CH3:50])[CH2:23][N:24]1[C:30]2[CH:31]=[CH:32][C:33]([Cl:35])=[CH:34][C:29]=2[C@@H:28]([C:36]2[CH:41]=[CH:40][CH:39]=[C:38]([O:42][CH3:43])[C:37]=2[O:44][CH3:45])[O:27][C@H:26]([CH2:46][CH:47]=O)[C:25]1=[O:49])(=[O:19])[CH3:18].